Dataset: Forward reaction prediction with 1.9M reactions from USPTO patents (1976-2016). Task: Predict the product of the given reaction. (1) Given the reactants [C:1]([O:4][CH2:5][C@@H:6]1[C@@H:11]([O:12][C:13](=[O:15])[CH3:14])[C@H:10]([O:16][C:17](=[O:19])[CH3:18])[C@H:9]([F:20])[CH:8]([O:21][C:22](=O)[CH3:23])[O:7]1)(=[O:3])[CH3:2].[Br:25][C:26]1[CH:31]=CC(O)=[C:28]([C:33]([F:36])([F:35])[F:34])[CH:27]=1, predict the reaction product. The product is: [C:1]([O:4][CH2:5][C@@H:6]1[C@@H:11]([O:12][C:13](=[O:15])[CH3:14])[C@H:10]([O:16][C:17](=[O:19])[CH3:18])[C@H:9]([F:20])[C@@H:8]([O:21][C:22]2[CH:23]=[CH:31][C:26]([Br:25])=[CH:27][C:28]=2[C:33]([F:36])([F:35])[F:34])[O:7]1)(=[O:3])[CH3:2]. (2) Given the reactants [CH2:1]([Si:9]([CH3:14])([CH3:13])N(C)C)[CH2:2][CH2:3][CH2:4][CH2:5][CH2:6][CH2:7][CH3:8].[F:15][C:16]([F:29])([F:28])[S:17]([O:20]S(C(F)(F)F)(=O)=O)(=[O:19])=[O:18], predict the reaction product. The product is: [F:15][C:16]([F:29])([F:28])[S:17]([O:20][Si:9]([CH2:1][CH2:2][CH2:3][CH2:4][CH2:5][CH2:6][CH2:7][CH3:8])([CH3:14])[CH3:13])(=[O:19])=[O:18]. (3) The product is: [C:1]1([S:7]([NH:10][C:11]2[CH:12]=[C:13]3[C:18](=[CH:19][CH:20]=2)[N:17]=[CH:16][C:15]([C:21]([NH:53][O:52][CH:47]2[CH2:48][CH2:49][CH2:50][CH2:51][O:46]2)=[O:22])=[CH:14]3)(=[O:8])=[O:9])[CH:2]=[CH:3][CH:4]=[CH:5][CH:6]=1. Given the reactants [C:1]1([S:7]([NH:10][C:11]2[CH:12]=[C:13]3[C:18](=[CH:19][CH:20]=2)[N:17]=[CH:16][C:15]([C:21](O)=[O:22])=[CH:14]3)(=[O:9])=[O:8])[CH:6]=[CH:5][CH:4]=[CH:3][CH:2]=1.C(N(CC)CC)C.F[P-](F)(F)(F)(F)F.CN(C)C(F)=[N+](C)C.[O:46]1[CH2:51][CH2:50][CH2:49][CH2:48][CH:47]1[O:52][NH2:53], predict the reaction product. (4) Given the reactants [OH-].[K+].FC(F)(F)C([N:7]1[CH2:22][CH2:21][C:10]2([C:19]3[C:14](=[CH:15][CH:16]=[CH:17][CH:18]=3)[NH:13][C:12](=[O:20])[CH2:11]2)[CH2:9][CH2:8]1)=O.Cl.C(N(CC)CC)C.[C:33](Cl)(=[O:38])[C:34]([CH3:37])([CH3:36])[CH3:35], predict the reaction product. The product is: [C:33]([N:7]1[CH2:8][CH2:9][C:10]2([C:19]3[C:14](=[CH:15][CH:16]=[CH:17][CH:18]=3)[NH:13][C:12](=[O:20])[CH2:11]2)[CH2:21][CH2:22]1)(=[O:38])[C:34]([CH3:37])([CH3:36])[CH3:35].